This data is from Forward reaction prediction with 1.9M reactions from USPTO patents (1976-2016). The task is: Predict the product of the given reaction. (1) Given the reactants Br[C:2]1[C:3]([C:21]#[N:22])=[CH:4][C:5]([F:20])=[C:6]([NH:8][C@H:9]([CH2:13][C:14]2[CH:19]=[CH:18][CH:17]=[CH:16][CH:15]=2)[C:10]([NH2:12])=[O:11])[CH:7]=1.Cl.[NH2:24][C:25]1[S:29][N:28]=[C:27]([CH3:30])[CH:26]=1.C1C=CC(P(C2C(C3C(P(C4C=CC=CC=4)C4C=CC=CC=4)=CC=C4C=3C=CC=C4)=C3C(C=CC=C3)=CC=2)C2C=CC=CC=2)=CC=1.C([O-])([O-])=O.[K+].[K+], predict the reaction product. The product is: [C:21]([C:3]1[C:2]([NH:24][C:25]2[S:29][N:28]=[C:27]([CH3:30])[CH:26]=2)=[CH:7][C:6]([NH:8][C@H:9]([CH2:13][C:14]2[CH:19]=[CH:18][CH:17]=[CH:16][CH:15]=2)[C:10]([NH2:12])=[O:11])=[C:5]([F:20])[CH:4]=1)#[N:22]. (2) Given the reactants [CH3:1][C:2]1[CH:10]=[C:9]([CH3:11])[C:8]([C:12]2[NH:16][C:15]([CH:17]3[CH2:20][O:19][CH2:18]3)=[N:14][C:13]=2[CH3:21])=[CH:7][C:3]=1[C:4]([OH:6])=O.CC1NC(C2C=C(C=CC=2C)C(O)=O)=C(C)N=1.Cl.[F:40][C:41]1([C:45]2[CH:52]=[CH:51][C:48]([C:49]#[N:50])=[CH:47][CH:46]=2)[CH2:44][NH:43][CH2:42]1.Cl.N1CC(C2C=CC(C#N)=CC=2)C1, predict the reaction product. The product is: [CH3:1][C:2]1[CH:10]=[C:9]([CH3:11])[C:8]([C:12]2[NH:16][C:15]([CH:17]3[CH2:20][O:19][CH2:18]3)=[N:14][C:13]=2[CH3:21])=[CH:7][C:3]=1[C:4]([N:43]1[CH2:42][C:41]([C:45]2[CH:46]=[CH:47][C:48]([C:49]#[N:50])=[CH:51][CH:52]=2)([F:40])[CH2:44]1)=[O:6]. (3) Given the reactants [H-].[Al+3].[Li+].[H-].[H-].[H-].C([O:9][C:10]([C@@H:12]1[CH2:17][CH2:16][CH2:15][N:14]([C:18](=O)[CH2:19][O:20][CH2:21][CH2:22][C:23]2[CH:28]=[CH:27][CH:26]=[CH:25][CH:24]=2)[CH2:13]1)=O)C, predict the reaction product. The product is: [CH2:21]([O:20][CH2:19][CH2:18][N:14]1[CH2:15][CH2:16][CH2:17][C@@H:12]([CH2:10][OH:9])[CH2:13]1)[CH2:22][C:23]1[CH:28]=[CH:27][CH:26]=[CH:25][CH:24]=1. (4) Given the reactants Cl[C:2]1[N:7]=[C:6]([O:8][C@@H:9]([CH3:13])[CH2:10][O:11][CH3:12])[C:5]([Cl:14])=[CH:4][N:3]=1.COC1C=CC(C[NH2:22])=CC=1.FC(F)(F)C(O)=O, predict the reaction product. The product is: [Cl:14][C:5]1[C:6]([O:8][C@@H:9]([CH3:13])[CH2:10][O:11][CH3:12])=[N:7][C:2]([NH2:22])=[N:3][CH:4]=1. (5) Given the reactants [C:1]([C:4]1[CH:9]=[N:8][CH:7]=[CH:6][N:5]=1)(=[O:3])[CH3:2].C(O)(=O)C.[BrH:14].CC(O)=O.[Br-].[Br-].[Br-].[NH+]1C=CC=CC=1.[NH+]1C=CC=CC=1.[NH+]1C=CC=CC=1, predict the reaction product. The product is: [BrH:14].[Br:14][CH2:2][C:1]([C:4]1[CH:9]=[N:8][CH:7]=[CH:6][N:5]=1)=[O:3].